This data is from Reaction yield outcomes from USPTO patents with 853,638 reactions. The task is: Predict the reaction yield, written as a fraction of the theoretical maximum amount of product (1.0 means a 100% yield; for example, 0.34 means a 34% yield). (1) The yield is 0.930. The reactants are Cl.[F:2][C:3]1([F:19])[O:7][C:6]2[CH:8]=[CH:9][C:10]([CH2:12][CH:13]3[CH2:18][CH2:17][CH2:16][NH:15][CH2:14]3)=[CH:11][C:5]=2[O:4]1.CCN(CC)CC.C1([O:33][C:34](=O)[NH:35][C:36]2[CH:37]=[N:38][CH:39]=[CH:40][CH:41]=2)C=CC=CC=1. The product is [N:38]1[CH:39]=[CH:40][CH:41]=[C:36]([NH:35][C:34]([N:15]2[CH2:16][CH2:17][CH2:18][CH:13]([CH2:12][C:10]3[CH:9]=[CH:8][C:6]4[O:7][C:3]([F:2])([F:19])[O:4][C:5]=4[CH:11]=3)[CH2:14]2)=[O:33])[CH:37]=1. The catalyst is CC#N. (2) The reactants are Cl[CH2:2][CH2:3][CH2:4][N:5]1[C:14]2[C:9](=[CH:10][CH:11]=[CH:12][CH:13]=2)[CH:8]=[CH:7][C:6]1=[O:15].[Na+].[I-].C([O-])([O-])=O.[K+].[K+].[CH2:24]([O:27][CH:28]1[CH2:33][CH2:32][NH:31][CH2:30][CH2:29]1)[CH:25]=[CH2:26]. The catalyst is O.CCOC(C)=O.CC#N. The product is [CH2:24]([O:27][CH:28]1[CH2:33][CH2:32][N:31]([CH2:2][CH2:3][CH2:4][N:5]2[C:14]3[C:9](=[CH:10][CH:11]=[CH:12][CH:13]=3)[CH:8]=[CH:7][C:6]2=[O:15])[CH2:30][CH2:29]1)[CH:25]=[CH2:26]. The yield is 0.700.